Dataset: NCI-60 drug combinations with 297,098 pairs across 59 cell lines. Task: Regression. Given two drug SMILES strings and cell line genomic features, predict the synergy score measuring deviation from expected non-interaction effect. (1) Drug 1: C1=NC2=C(N=C(N=C2N1C3C(C(C(O3)CO)O)O)F)N. Drug 2: COC1=C2C(=CC3=C1OC=C3)C=CC(=O)O2. Cell line: SN12C. Synergy scores: CSS=1.81, Synergy_ZIP=-1.66, Synergy_Bliss=9.53, Synergy_Loewe=-9.01, Synergy_HSA=-0.00828. (2) Drug 1: CC(C1=C(C=CC(=C1Cl)F)Cl)OC2=C(N=CC(=C2)C3=CN(N=C3)C4CCNCC4)N. Drug 2: CC12CCC3C(C1CCC2=O)CC(=C)C4=CC(=O)C=CC34C. Cell line: CCRF-CEM. Synergy scores: CSS=83.7, Synergy_ZIP=2.25, Synergy_Bliss=1.32, Synergy_Loewe=-15.1, Synergy_HSA=0.746. (3) Drug 1: CC1=CC=C(C=C1)C2=CC(=NN2C3=CC=C(C=C3)S(=O)(=O)N)C(F)(F)F. Cell line: PC-3. Drug 2: CC1C(C(CC(O1)OC2CC(OC(C2O)C)OC3=CC4=CC5=C(C(=O)C(C(C5)C(C(=O)C(C(C)O)O)OC)OC6CC(C(C(O6)C)O)OC7CC(C(C(O7)C)O)OC8CC(C(C(O8)C)O)(C)O)C(=C4C(=C3C)O)O)O)O. Synergy scores: CSS=37.0, Synergy_ZIP=2.93, Synergy_Bliss=4.75, Synergy_Loewe=-24.2, Synergy_HSA=4.24. (4) Drug 1: C1=CC(=CC=C1CC(C(=O)O)N)N(CCCl)CCCl.Cl. Drug 2: CC(C)NC(=O)C1=CC=C(C=C1)CNNC.Cl. Cell line: NCI-H322M. Synergy scores: CSS=-6.46, Synergy_ZIP=2.84, Synergy_Bliss=1.58, Synergy_Loewe=-1.87, Synergy_HSA=-2.37.